The task is: Predict which catalyst facilitates the given reaction.. This data is from Catalyst prediction with 721,799 reactions and 888 catalyst types from USPTO. (1) Reactant: [CH:1]1([CH2:7][N:8]([CH2:18][CH2:19][NH:20]C(=O)OC(C)(C)C)[S:9]([C:12]2[CH:17]=[CH:16][CH:15]=[CH:14][N:13]=2)(=[O:11])=[O:10])[CH2:6][CH2:5][CH2:4][CH2:3][CH2:2]1.Cl. Product: [NH2:20][CH2:19][CH2:18][N:8]([CH2:7][CH:1]1[CH2:6][CH2:5][CH2:4][CH2:3][CH2:2]1)[S:9]([C:12]1[CH:17]=[CH:16][CH:15]=[CH:14][N:13]=1)(=[O:11])=[O:10]. The catalyst class is: 41. (2) Reactant: [CH3:1][O:2][C:3]1[CH:11]=[C:10]2[C:6]([CH2:7]/[C:8](=[CH:13]\[C:14]3[C:19]([C:20]([F:23])([F:22])[F:21])=[CH:18][CH:17]=[CH:16][N:15]=3)/[C:9]2=[O:12])=[CH:5][C:4]=1[N:24]1[CH2:29][CH2:28][O:27][CH2:26][CH2:25]1. Product: [CH3:1][O:2][C:3]1[CH:11]=[C:10]2[C:6]([CH2:7][CH:8]([CH2:13][C:14]3[C:19]([C:20]([F:23])([F:22])[F:21])=[CH:18][CH:17]=[CH:16][N:15]=3)[C:9]2=[O:12])=[CH:5][C:4]=1[N:24]1[CH2:25][CH2:26][O:27][CH2:28][CH2:29]1. The catalyst class is: 19.